Dataset: Catalyst prediction with 721,799 reactions and 888 catalyst types from USPTO. Task: Predict which catalyst facilitates the given reaction. (1) Reactant: FC(F)(F)S(O[Si](C)(C)C)(=O)=O.C([SiH](CC)CC)C.[CH2:20]([N:27]1[CH2:32][CH2:31][O:30][C:29]([C:34]2[O:38][N:37]=[C:36]([CH3:39])[CH:35]=2)(O)[CH2:28]1)[C:21]1[CH:26]=[CH:25][CH:24]=[CH:23][CH:22]=1.C(=O)(O)[O-].[Na+]. Product: [CH2:20]([N:27]1[CH2:32][CH2:31][O:30][CH:29]([C:34]2[O:38][N:37]=[C:36]([CH3:39])[CH:35]=2)[CH2:28]1)[C:21]1[CH:22]=[CH:23][CH:24]=[CH:25][CH:26]=1. The catalyst class is: 4. (2) Reactant: [CH3:1][S:2](Cl)(=[O:4])=[O:3].Cl.[Cl:7][C:8]1[C:9]([F:39])=[C:10]([NH:14][C:15]2[C:24]3[C:19](=[CH:20][C:21]([O:37][CH3:38])=[C:22]([CH2:25][N:26]([CH3:36])[C:27]4([C:33]([NH2:35])=[O:34])[CH2:32][CH2:31][NH:30][CH2:29][CH2:28]4)[CH:23]=3)[N:18]=[CH:17][N:16]=2)[CH:11]=[CH:12][CH:13]=1.C(N(CC)CC)C. Product: [Cl:7][C:8]1[C:9]([F:39])=[C:10]([NH:14][C:15]2[C:24]3[C:19](=[CH:20][C:21]([O:37][CH3:38])=[C:22]([CH2:25][N:26]([CH3:36])[C:27]4([C:33]([NH2:35])=[O:34])[CH2:32][CH2:31][N:30]([S:2]([CH3:1])(=[O:4])=[O:3])[CH2:29][CH2:28]4)[CH:23]=3)[N:18]=[CH:17][N:16]=2)[CH:11]=[CH:12][CH:13]=1. The catalyst class is: 4. (3) Reactant: [CH3:1][C@H:2]1[O:7][C@@H:6]([CH3:8])[CH2:5][N:4]([CH2:9][C@:10]([OH:30])([CH3:29])[CH2:11][O:12][C:13]2[CH:14]=[CH:15][C:16]3[C:17]4[N:18]([CH2:26][CH2:27][N:28]=4)[C:19]([NH2:25])=[N:20][C:21]=3[C:22]=2[O:23][CH3:24])[CH2:3]1.[NH2:31][C:32]1[N:37]=[CH:36][C:35]([C:38](O)=[O:39])=[CH:34][N:33]=1.C1CN([P+](ON2N=NC3C=CC=CC2=3)(N2CCCC2)N2CCCC2)CC1.F[P-](F)(F)(F)(F)F.C(N(C(C)C)CC)(C)C. Product: [NH2:31][C:32]1[N:37]=[CH:36][C:35]([C:38]([NH:25][C:19]2[N:18]3[CH2:26][CH2:27][N:28]=[C:17]3[C:16]3[CH:15]=[CH:14][C:13]([O:12][CH2:11][C@@:10]([OH:30])([CH3:29])[CH2:9][N:4]4[CH2:5][C@H:6]([CH3:8])[O:7][C@H:2]([CH3:1])[CH2:3]4)=[C:22]([O:23][CH3:24])[C:21]=3[N:20]=2)=[O:39])=[CH:34][N:33]=1. The catalyst class is: 3. (4) Reactant: N#N.[C:3]([C:6]1[S:10][C:9]([CH2:11][C:12]2[O:13][CH:14]=[C:15](C(N=[N+]=[N-])=O)[N:16]=2)=[CH:8][CH:7]=1)(=[O:5])[CH3:4].CC1(C2SC(C[C:34]3[O:35]C=C(C(N=[N+]=[N-])=O)[N:38]=3)=CC=2)OCCO1.[Cl:44][C:45]1[CH:52]=[CH:51][CH:50]=[CH:49][C:46]=1[CH2:47][OH:48]. Product: [Cl:44][C:45]1[CH:52]=[CH:51][CH:50]=[CH:49][C:46]=1[CH2:47][O:48][C:34](=[O:35])[NH:38][C:15]1[N:16]=[C:12]([CH2:11][C:9]2[S:10][C:6]([C:3](=[O:5])[CH3:4])=[CH:7][CH:8]=2)[O:13][CH:14]=1. The catalyst class is: 113. (5) Reactant: [CH3:1][O:2][C:3]1([C:16]2[N:17]([CH3:21])[CH:18]=[CH:19][N:20]=2)[CH2:8][CH2:7][N:6](C(OC(C)(C)C)=O)[CH2:5][CH2:4]1.[ClH:22]. Product: [ClH:22].[ClH:22].[CH3:1][O:2][C:3]1([C:16]2[N:17]([CH3:21])[CH:18]=[CH:19][N:20]=2)[CH2:4][CH2:5][NH:6][CH2:7][CH2:8]1. The catalyst class is: 161. (6) Reactant: C([Li])CCC.[F:6][C:7]1[CH:8]=[C:9]([N:13]([CH3:23])[C:14](=[O:22])[C:15]2[CH:20]=[CH:19][CH:18]=[C:17](I)[CH:16]=2)[CH:10]=[CH:11][CH:12]=1.[C:24]([O:28][C:29]([N:31]1[CH2:36][CH2:35][CH:34]([C:37](=[O:52])[C:38]2[CH:43]=[CH:42][CH:41]=[C:40]([O:44][Si:45]([C:48]([CH3:51])([CH3:50])[CH3:49])([CH3:47])[CH3:46])[CH:39]=2)[CH2:33][CH2:32]1)=[O:30])([CH3:27])([CH3:26])[CH3:25].[NH4+].[Cl-]. Product: [C:24]([O:28][C:29]([N:31]1[CH2:32][CH2:33][CH:34]([C:37]([C:38]2[CH:43]=[CH:42][CH:41]=[C:40]([O:44][Si:45]([C:48]([CH3:51])([CH3:50])[CH3:49])([CH3:46])[CH3:47])[CH:39]=2)([C:17]2[CH:18]=[CH:19][CH:20]=[C:15]([C:14](=[O:22])[N:13]([C:9]3[CH:10]=[CH:11][CH:12]=[C:7]([F:6])[CH:8]=3)[CH3:23])[CH:16]=2)[OH:52])[CH2:35][CH2:36]1)=[O:30])([CH3:27])([CH3:26])[CH3:25]. The catalyst class is: 20. (7) Reactant: Cl[C:2]1[CH:7]=[C:6]([N:8]2[CH:12]=[C:11]([C:13]3[CH:18]=[CH:17][CH:16]=[CH:15][C:14]=3[Cl:19])[C:10]([C:20]3[N:24]=[CH:23][NH:22][N:21]=3)=[N:9]2)[CH:5]=[CH:4][N:3]=1.[C:25]([NH2:28])(=[O:27])[CH3:26].CC1(C)C2C(=C(P(C3C=CC=CC=3)C3C=CC=CC=3)C=CC=2)OC2C(P(C3C=CC=CC=3)C3C=CC=CC=3)=CC=CC1=2.C(=O)([O-])[O-].[Cs+].[Cs+]. Product: [Cl:19][C:14]1[CH:15]=[CH:16][CH:17]=[CH:18][C:13]=1[C:11]1[C:10]([C:20]2[N:24]=[CH:23][NH:22][N:21]=2)=[N:9][N:8]([C:6]2[CH:5]=[CH:4][N:3]=[C:2]([NH:28][C:25](=[O:27])[CH3:26])[CH:7]=2)[CH:12]=1. The catalyst class is: 333. (8) Reactant: [F:1][C:2]1[CH:7]=[C:6]([N+:8]([O-])=O)[CH:5]=[CH:4][C:3]=1[N:11]1[CH2:16][CH2:15][N:14]([C:17]([O:19][CH3:20])=[O:18])[CH2:13][CH2:12]1. Product: [NH2:8][C:6]1[CH:5]=[CH:4][C:3]([N:11]2[CH2:16][CH2:15][N:14]([C:17]([O:19][CH3:20])=[O:18])[CH2:13][CH2:12]2)=[C:2]([F:1])[CH:7]=1. The catalyst class is: 99. (9) Product: [Br:1][C:2]1[CH:7]=[C:6]([NH2:8])[CH:5]=[CH:4][C:3]=1[O:11][CH2:12][CH3:13]. The catalyst class is: 186. Reactant: [Br:1][C:2]1[CH:7]=[C:6]([N+:8]([O-])=O)[CH:5]=[CH:4][C:3]=1[O:11][CH2:12][CH3:13].Cl. (10) Reactant: [O:1]=[C:2]1[NH:11][C:10]2[N:9]3[CH:12]=[C:13]([C:15]([O:17][CH2:18]C)=O)[N:14]=[C:8]3[CH:7]=[CH:6][C:5]=2[C:4]([C:20]([F:23])([F:22])[F:21])=[CH:3]1.[NH2:24][NH2:25].O.C1(C)C=CC(S(O)(=O)=O)=CC=1. Product: [O:17]1[CH:18]=[N:25][N:24]=[C:15]1[C:13]1[N:14]=[C:8]2[CH:7]=[CH:6][C:5]3[C:4]([C:20]([F:22])([F:21])[F:23])=[CH:3][C:2](=[O:1])[NH:11][C:10]=3[N:9]2[CH:12]=1. The catalyst class is: 8.